Task: Predict which catalyst facilitates the given reaction.. Dataset: Catalyst prediction with 721,799 reactions and 888 catalyst types from USPTO (1) Reactant: [F:1][C:2]1[C:10]2[C:9](Cl)=[N:8][CH:7]=[N:6][C:5]=2[NH:4][CH:3]=1.C([O:20][C@:21]1([CH3:46])[C@H:26]([O:27]C(=O)C2C=CC=CC=2)[C@@H:25]([CH2:36][O:37]C(=O)C2C=CC=CC=2)[O:24][CH:22]1O)(=O)C1C=CC=CC=1.C1(P(C2C=CC=CC=2)C2C=CC=CC=2)C=CC=CC=1.[N:66](C(OCC)=O)=NC(OCC)=O. Product: [NH2:66][C:9]1[C:10]2[C:2]([F:1])=[CH:3][N:4]([C@@H:22]3[O:24][C@H:25]([CH2:36][OH:37])[C@@H:26]([OH:27])[C@@:21]3([CH3:46])[OH:20])[C:5]=2[N:6]=[CH:7][N:8]=1. The catalyst class is: 1. (2) Reactant: [N:1]1([C:7]2[C:15]3[C:10](=[CH:11][CH:12]=[CH:13][CH:14]=3)[NH:9][CH:8]=2)[CH2:6][CH2:5][CH2:4][CH2:3][CH2:2]1.[F:16][C:17]1[CH:36]=[CH:35][C:20]([CH2:21][NH:22][C:23]([C:25]2[CH:30]=[CH:29][C:28]([S:31]([Cl:34])(=[O:33])=[O:32])=[CH:27][CH:26]=2)=[O:24])=[CH:19][C:18]=1[O:37][CH3:38]. Product: [ClH:34].[F:16][C:17]1[CH:36]=[CH:35][C:20]([CH2:21][NH:22][C:23](=[O:24])[C:25]2[CH:26]=[CH:27][C:28]([S:31]([N:9]3[C:10]4[C:15](=[CH:14][CH:13]=[CH:12][CH:11]=4)[C:7]([N:1]4[CH2:2][CH2:3][CH2:4][CH2:5][CH2:6]4)=[CH:8]3)(=[O:33])=[O:32])=[CH:29][CH:30]=2)=[CH:19][C:18]=1[O:37][CH3:38]. The catalyst class is: 225. (3) Reactant: [C:1]([O:6]CCO)(=[O:5])[C:2](C)=[CH2:3].CC1C=C(O)C=CC=1O.CC1C(N=C=O)=CC=CC=1N=C=O.C([O-])(=O)CCCCCCCCCCC.C([O-])(=O)CCCCCCCCCCC.C([Sn+2]CCCC)CCC.[NH2:69][C:70]([O:72][CH2:73][CH3:74])=[O:71]. Product: [C:1]([OH:6])(=[O:5])[CH:2]=[CH2:3].[NH2:69][C:70]([O:72][CH2:73][CH3:74])=[O:71]. The catalyst class is: 196. (4) Reactant: N(C(OCC)=O)=NC(OCC)=O.[Br:13][C:14]1[C:19]([OH:20])=[CH:18][CH:17]=[CH:16][N:15]=1.[CH2:21](O)[CH:22]=[CH2:23].C1C=CC(P(C2C=CC=CC=2)C2C=CC=CC=2)=CC=1. Product: [CH2:23]([O:20][C:19]1[C:14]([Br:13])=[N:15][CH:16]=[CH:17][CH:18]=1)[CH:22]=[CH2:21]. The catalyst class is: 554.